Dataset: Forward reaction prediction with 1.9M reactions from USPTO patents (1976-2016). Task: Predict the product of the given reaction. (1) Given the reactants Br[C:2]1[CH:7]=[C:6]([CH:8]([O:11][CH3:12])[O:9][CH3:10])[CH:5]=[CH:4][N:3]=1.[CH3:13][O:14][C:15]1[N:20]=[C:19](B2OC(C)(C)C(C)(C)O2)[CH:18]=[CH:17][CH:16]=1.C(=O)([O-])[O-].[Cs+].[Cs+], predict the reaction product. The product is: [CH3:10][O:9][CH:8]([O:11][CH3:12])[C:6]1[CH:5]=[CH:4][N:3]=[C:2]([C:19]2[CH:18]=[CH:17][CH:16]=[C:15]([O:14][CH3:13])[N:20]=2)[CH:7]=1. (2) The product is: [CH3:9][C:6]1[N:7]=[CH:8][C:3]([CH2:2][NH:1][C:11]2[S:10][CH2:16][C:14](=[O:15])[N:13]=2)=[N:4][CH:5]=1. Given the reactants [NH2:1][CH2:2][C:3]1[CH:8]=[N:7][C:6]([CH3:9])=[CH:5][N:4]=1.[S:10]1[CH2:16][C:14](=[O:15])[NH:13][C:11]1=S.CCN(C(C)C)C(C)C, predict the reaction product. (3) Given the reactants [N+:1]([C:4]1[N:5]=[CH:6][NH:7][CH:8]=1)([O-:3])=[O:2].[F:9][C:10]([F:14])([F:13])[CH2:11]I.CN1C=C([N+]([O-])=O)N=C1, predict the reaction product. The product is: [N+:1]([C:4]1[N:5]=[CH:6][N:7]([CH2:11][C:10]([F:14])([F:13])[F:9])[CH:8]=1)([O-:3])=[O:2]. (4) Given the reactants [CH3:1][O:2][C:3]1[CH:4]=[C:5]([NH:11][C:12]2[N:13]=[CH:14][C:15]3[CH2:21][C:20](=[O:22])[NH:19][C:18]4[CH:23]=[C:24]([C:27](O)=[O:28])[CH:25]=[CH:26][C:17]=4[C:16]=3[N:30]=2)[CH:6]=[CH:7][C:8]=1[O:9][CH3:10].[NH2:31][CH2:32][CH2:33][CH2:34][CH2:35][NH:36]C(=O)OC(C)(C)C.C(OC(=O)NCCNC(C1C=CC2C3N=C(NC4C=CC(OC)=C(OC)C=4)N=CC=3CC(=O)NC=2C=1)=O)(C)(C)C, predict the reaction product. The product is: [NH2:31][CH2:32][CH2:33][CH2:34][CH2:35][NH:36][C:27]([C:24]1[CH:25]=[CH:26][C:17]2[C:16]3[N:30]=[C:12]([NH:11][C:5]4[CH:6]=[CH:7][C:8]([O:9][CH3:10])=[C:3]([O:2][CH3:1])[CH:4]=4)[N:13]=[CH:14][C:15]=3[CH2:21][C:20](=[O:22])[NH:19][C:18]=2[CH:23]=1)=[O:28]. (5) Given the reactants Cl[CH2:2][C:3]([N:5]1[C:14]2[C:9](=[CH:10][CH:11]=[CH:12][CH:13]=2)[CH2:8][CH2:7][CH2:6]1)=[O:4].[Cl-].[Al+3].[Cl-].[Cl-].C1(C)C=CC=CC=1.Cl, predict the reaction product. The product is: [CH2:2]1[C:13]2=[C:14]3[C:9](=[CH:10][CH:11]=[CH:12]2)[CH2:8][CH2:7][CH2:6][N:5]3[C:3]1=[O:4].